The task is: Predict the reaction yield, written as a fraction of the theoretical maximum amount of product (1.0 means a 100% yield; for example, 0.34 means a 34% yield).. This data is from Reaction yield outcomes from USPTO patents with 853,638 reactions. (1) The reactants are [CH3:1][C:2]1[CH:7]=[C:6]([CH3:8])[C:5]([S:9][CH2:10][C:11]([F:14])([F:13])[F:12])=[CH:4][C:3]=1[N:15]1[CH:19]=[N:18][C:17]([C:20]([F:23])([F:22])[F:21])=[N:16]1.C(C1C=C(C(C)(C)C)C=C(/C=N/C(C(C)(C)C)C[OH:42])C=1O)(C)(C)C.OO.S([O-])([O-])(=O)=S. The catalyst is C(Cl)(Cl)Cl.C/C(/O)=C/C(C)=O.C/C(/O)=C/C(C)=O.C/C(/O)=C/C(C)=O.[V].O. The product is [CH3:1][C:2]1[CH:7]=[C:6]([CH3:8])[C:5]([S:9]([CH2:10][C:11]([F:12])([F:14])[F:13])=[O:42])=[CH:4][C:3]=1[N:15]1[CH:19]=[N:18][C:17]([C:20]([F:22])([F:23])[F:21])=[N:16]1. The yield is 0.980. (2) The reactants are [Cl:1][C:2]1[CH:6]=[C:5]([C:7]([O:9]C)=[O:8])[N:4]([C:11]2[CH:12]=[N:13][CH:14]=[CH:15][CH:16]=2)[N:3]=1. The catalyst is Cl. The product is [ClH:1].[Cl:1][C:2]1[CH:6]=[C:5]([C:7]([OH:9])=[O:8])[N:4]([C:11]2[CH:12]=[N:13][CH:14]=[CH:15][CH:16]=2)[N:3]=1. The yield is 0.970. (3) The product is [C:1]12([C:11]([O:13][CH2:14][CH2:15][NH:16][S:17]([C:20]([F:23])([F:21])[F:22])(=[O:19])=[O:18])=[O:12])[CH2:2][CH:3]3[CH2:4][CH:5]([CH2:6][CH:7]([CH2:9]3)[CH2:8]1)[CH2:10]2.[C:41]1([S+:34]([C:28]2[CH:29]=[CH:30][CH:31]=[CH:32][CH:33]=2)[C:35]2[CH:40]=[CH:39][CH:38]=[CH:37][CH:36]=2)[CH:42]=[CH:43][CH:44]=[CH:45][CH:46]=1. The yield is 0.870. The catalyst is C(Cl)(Cl)Cl. The reactants are [C:1]12([C:11]([O:13][CH2:14][CH2:15][NH:16][S:17]([C:20]([F:23])([F:22])[F:21])(=[O:19])=[O:18])=[O:12])[CH2:10][CH:5]3[CH2:6][CH:7]([CH2:9][CH:3]([CH2:4]3)[CH2:2]1)[CH2:8]2.O.[OH-].[Na+].[Br-].[C:28]1([S+:34]([C:41]2[CH:46]=[CH:45][CH:44]=[CH:43][CH:42]=2)[C:35]2[CH:40]=[CH:39][CH:38]=[CH:37][CH:36]=2)[CH:33]=[CH:32][CH:31]=[CH:30][CH:29]=1. (4) The reactants are [OH-].[Na+].C([O:5][C:6](=[O:26])/[CH:7]=[CH:8]/[C:9]1[CH:14]=[CH:13][C:12]([O:15][CH2:16][C:17]2[C:22]([CH3:23])=[N:21][C:20]([CH3:24])=[C:19]([CH3:25])[N:18]=2)=[CH:11][CH:10]=1)C. The catalyst is O. The product is [CH3:23][C:22]1[C:17]([CH2:16][O:15][C:12]2[CH:13]=[CH:14][C:9](/[CH:8]=[CH:7]/[C:6]([OH:26])=[O:5])=[CH:10][CH:11]=2)=[N:18][C:19]([CH3:25])=[C:20]([CH3:24])[N:21]=1. The yield is 0.930. (5) The reactants are C1N=[CH:4][N:3](C(N2C=NC=C2)=O)[CH:2]=1.[CH3:13][O:14][C:15]1[CH:16]=[C:17]2[C:21](=[CH:22][CH:23]=1)[NH:20][C:19]([C:24]([OH:26])=O)=[CH:18]2.CNC.O. The catalyst is C(Cl)Cl. The product is [CH3:2][N:3]([CH3:4])[C:24]([C:19]1[NH:20][C:21]2[C:17]([CH:18]=1)=[CH:16][C:15]([O:14][CH3:13])=[CH:23][CH:22]=2)=[O:26]. The yield is 0.750. (6) The reactants are O[CH2:2][C:3]1[CH:4]=[C:5]([CH:14]=[C:15]([O:17][C@@H:18]([CH3:22])[CH2:19][O:20][CH3:21])[CH:16]=1)[C:6]([NH:8][C:9]1[S:10][CH:11]=[CH:12][N:13]=1)=[O:7].P(OBr)(OBr)(O[Br:26])=O. The catalyst is O1CCCC1. The product is [Br:26][CH2:2][C:3]1[CH:4]=[C:5]([CH:14]=[C:15]([O:17][C@@H:18]([CH3:22])[CH2:19][O:20][CH3:21])[CH:16]=1)[C:6]([NH:8][C:9]1[S:10][CH:11]=[CH:12][N:13]=1)=[O:7]. The yield is 0.458. (7) The reactants are [CH3:1][C:2]1[O:3][C:4]([C:7]([F:10])([F:9])[F:8])=[CH:5][CH:6]=1.[Br:11]N1C(=O)CCC1=O.O. The catalyst is C(Cl)(Cl)Cl.N(C(C)(C)C#N)=NC(C)(C)C#N. The product is [Br:11][CH2:1][C:2]1[O:3][C:4]([C:7]([F:10])([F:9])[F:8])=[CH:5][CH:6]=1. The yield is 0.780.